Dataset: Full USPTO retrosynthesis dataset with 1.9M reactions from patents (1976-2016). Task: Predict the reactants needed to synthesize the given product. The reactants are: [Cl:1][C:2]1[CH:3]=[C:4]([C:18]#[N:19])[C:5]2[C:6](I)=[N:7][N:8]([CH:11]3[CH2:16][CH2:15][CH2:14][CH2:13][O:12]3)[C:9]=2[CH:10]=1.[O-]P([O-])([O-])=O.[K+].[K+].[K+].[CH3:28]B1OB(C)OB(C)O1. Given the product [Cl:1][C:2]1[CH:3]=[C:4]([C:18]#[N:19])[C:5]2[C:6]([CH3:28])=[N:7][N:8]([CH:11]3[CH2:16][CH2:15][CH2:14][CH2:13][O:12]3)[C:9]=2[CH:10]=1, predict the reactants needed to synthesize it.